This data is from Catalyst prediction with 721,799 reactions and 888 catalyst types from USPTO. The task is: Predict which catalyst facilitates the given reaction. (1) Reactant: [Cl:1][C:2]1[C:3]([CH3:17])=[C:4]([Cl:16])[C:5]2[O:10][CH:9]([CH:11]([CH3:13])[CH3:12])[C:8](=[O:14])[NH:7][C:6]=2[CH:15]=1.C(=O)([O-])[O-].[K+].[K+].[C:24]([O:28][CH3:29])(=[O:27])[CH:25]=[CH2:26].C(O)(=O)CC(CC(O)=O)(C(O)=O)O. Product: [CH3:29][O:28][C:24](=[O:27])[CH2:25][CH2:26][N:7]1[C:6]2[CH:15]=[C:2]([Cl:1])[C:3]([CH3:17])=[C:4]([Cl:16])[C:5]=2[O:10][CH:9]([CH:11]([CH3:12])[CH3:13])[C:8]1=[O:14]. The catalyst class is: 9. (2) Reactant: [Cl:1][C:2]1[CH:3]=[C:4]([NH:9][C:10]2[N:15]=[C:14]([N:16]3[CH:20]=[CH:19][C:18]([C:21]([F:24])([F:23])[F:22])=[N:17]3)[C:13]([C:25]3[CH:26]=[C:27]([CH:31]=[CH:32][CH:33]=3)[C:28](O)=[O:29])=[CH:12][N:11]=2)[CH:5]=[CH:6][C:7]=1[F:8].C(N(CC)CC)C.CN(C(ON1N=NC2C=CC=NC1=2)=[N+](C)C)C.F[P-](F)(F)(F)(F)F.[CH3:65][NH:66][S:67]([CH3:70])(=[O:69])=[O:68]. Product: [Cl:1][C:2]1[CH:3]=[C:4]([NH:9][C:10]2[N:15]=[C:14]([N:16]3[CH:20]=[CH:19][C:18]([C:21]([F:23])([F:24])[F:22])=[N:17]3)[C:13]([C:25]3[CH:26]=[C:27]([CH:31]=[CH:32][CH:33]=3)[C:28]([N:66]([CH3:65])[S:67]([CH3:70])(=[O:69])=[O:68])=[O:29])=[CH:12][N:11]=2)[CH:5]=[CH:6][C:7]=1[F:8]. The catalyst class is: 3. (3) Reactant: [Br:1][C:2]1[CH:3]=[C:4]2[C:8](=[C:9]([C:11]([O:13]CC)=[O:12])[CH:10]=1)[N:7](C(OC(C)(C)C)=O)[CH:6]=[C:5]2[CH:23]1[CH2:28][CH2:27][S:26](=[O:30])(=[O:29])[CH:25]([CH:31]([CH3:33])[CH3:32])[CH2:24]1.O.[OH-].[Na+].Cl. Product: [Br:1][C:2]1[CH:3]=[C:4]2[C:8](=[C:9]([C:11]([OH:13])=[O:12])[CH:10]=1)[NH:7][CH:6]=[C:5]2[CH:23]1[CH2:28][CH2:27][S:26](=[O:29])(=[O:30])[CH:25]([CH:31]([CH3:33])[CH3:32])[CH2:24]1. The catalyst class is: 5. (4) Reactant: C[Si](C)(C)[N-][Si](C)(C)C.[Li+].Br[CH2:12][CH2:13][C@:14]1([CH2:28][O:29][CH3:30])[CH2:18][N:17]([C@@H:19]([C:21]2[CH:26]=[CH:25][CH:24]=[CH:23][CH:22]=2)[CH3:20])[C:16](=[O:27])[CH2:15]1.Cl[C:32]([O:34][CH3:35])=[O:33].C(O)(=O)CC(CC(O)=O)(C(O)=O)O. Product: [CH3:35][O:34][C:32]([C@@:15]12[CH2:12][CH2:13][C@:14]1([CH2:28][O:29][CH3:30])[CH2:18][N:17]([C@@H:19]([C:21]1[CH:26]=[CH:25][CH:24]=[CH:23][CH:22]=1)[CH3:20])[C:16]2=[O:27])=[O:33]. The catalyst class is: 253. (5) Reactant: [CH3:1][C:2]1([CH3:32])[C:6](=[O:7])[N:5]([C:8]2[CH:15]=[CH:14][C:11]([C:12]#[N:13])=[C:10]([C:16]([F:19])([F:18])[F:17])[CH:9]=2)[C:4](=[S:20])[N:3]1[C:21]1[CH:26]=[CH:25][C:24]([O:27][CH2:28][CH:29]2[CH2:31][O:30]2)=[CH:23][CH:22]=1.S(=O)(=O)(O)[OH:34].Cl. Product: [OH:34][CH:29]([CH2:31][OH:30])[CH2:28][O:27][C:24]1[CH:25]=[CH:26][C:21]([N:3]2[C:2]([CH3:32])([CH3:1])[C:6](=[O:7])[N:5]([C:8]3[CH:15]=[CH:14][C:11]([C:12]#[N:13])=[C:10]([C:16]([F:17])([F:18])[F:19])[CH:9]=3)[C:4]2=[S:20])=[CH:22][CH:23]=1. The catalyst class is: 132. (6) Product: [NH2:12][C:2]1[C:9]([F:10])=[CH:8][C:7]([F:11])=[CH:6][C:3]=1[C:4]#[N:5]. Reactant: F[C:2]1[C:9]([F:10])=[CH:8][C:7]([F:11])=[CH:6][C:3]=1[C:4]#[N:5].[NH3:12]. The catalyst class is: 8. (7) Reactant: Cl[C:2]([C:4]1[CH:13]=[CH:12][C:7]([C:8]([O:10][CH3:11])=[O:9])=[CH:6][CH:5]=1)=[O:3].[F:14][C:15]([F:28])([F:27])[C:16]1[CH:21]=[CH:20][C:19]([C:22]2NN=[N:24][N:23]=2)=[CH:18][CH:17]=1.N1C=CC=CC=1. Product: [F:14][C:15]([F:27])([F:28])[C:16]1[CH:17]=[CH:18][C:19]([C:22]2[O:3][C:2]([C:4]3[CH:13]=[CH:12][C:7]([C:8]([O:10][CH3:11])=[O:9])=[CH:6][CH:5]=3)=[N:24][N:23]=2)=[CH:20][CH:21]=1. The catalyst class is: 6. (8) Reactant: [Br:1][C:2]1[CH:9]=[C:6]([CH:7]=[O:8])[C:5]([OH:10])=[CH:4][CH:3]=1.C(=O)([O-])[O-].[K+].[K+].Cl.Cl[CH2:19][CH2:20][N:21]1[CH2:25][CH2:24][CH2:23][CH2:22]1. Product: [Br:1][C:2]1[CH:3]=[CH:4][C:5]([O:10][CH2:19][CH2:20][N:21]2[CH2:25][CH2:24][CH2:23][CH2:22]2)=[C:6]([CH:9]=1)[CH:7]=[O:8]. The catalyst class is: 1. (9) Reactant: [Cl:1][C:2]1[C:7]([O:8][CH3:9])=[CH:6][C:5]([O:10][CH3:11])=[C:4]([Cl:12])[C:3]=1[C:13]1[C:14](=[O:41])[N:15]([CH2:25][CH2:26][CH2:27][N:28]2[CH2:33][CH2:32][N:31](C(OC(C)(C)C)=O)[CH2:30][CH2:29]2)[C:16]2[C:21]([CH:22]=1)=[CH:20][N:19]=[C:18]([NH:23][CH3:24])[CH:17]=2.Cl. Product: [Cl:12][C:4]1[C:5]([O:10][CH3:11])=[CH:6][C:7]([O:8][CH3:9])=[C:2]([Cl:1])[C:3]=1[C:13]1[C:14](=[O:41])[N:15]([CH2:25][CH2:26][CH2:27][N:28]2[CH2:29][CH2:30][NH:31][CH2:32][CH2:33]2)[C:16]2[C:21]([CH:22]=1)=[CH:20][N:19]=[C:18]([NH:23][CH3:24])[CH:17]=2. The catalyst class is: 12. (10) Product: [F:9][C:10]1[CH:16]=[C:15]([S:1][C:2]#[N:3])[CH:14]=[CH:13][C:11]=1[NH2:12]. The catalyst class is: 72. Reactant: [S-:1][C:2]#[N:3].[Na+].[Br-].[Na+].BrBr.[F:9][C:10]1[CH:16]=[CH:15][CH:14]=[CH:13][C:11]=1[NH2:12].C(=O)([O-])[O-].[Na+].[Na+].